This data is from HIV replication inhibition screening data with 41,000+ compounds from the AIDS Antiviral Screen. The task is: Binary Classification. Given a drug SMILES string, predict its activity (active/inactive) in a high-throughput screening assay against a specified biological target. (1) The molecule is O=C(C(=NNc1ccccc1)C(=O)c1ccccc1)c1ccccc1. The result is 0 (inactive). (2) The molecule is C=C1CC(COc2ccc3ccc(=O)oc3c2)(c2ccccc2)OC1=O. The result is 0 (inactive). (3) The molecule is CC(=NNC(=S)N1CC2CCC(CC2)C1)c1nccs1. The result is 0 (inactive). (4) The compound is C#Cc1c(C)c(C=CC(C)=CC=CC(C)=CC(=O)OC)n(C)c1C. The result is 0 (inactive).